From a dataset of Catalyst prediction with 721,799 reactions and 888 catalyst types from USPTO. Predict which catalyst facilitates the given reaction. (1) Reactant: [Cl:1][C:2]1[CH:27]=[CH:26][C:5]2[N:6]3[C:10]([CH2:11][NH:12][CH2:13][C:4]=2[CH:3]=1)=[N:9][N:8]=[C:7]3[CH:14]1[CH2:19][CH2:18][N:17]([C:20]2[CH:25]=[CH:24][CH:23]=[CH:22][N:21]=2)[CH2:16][CH2:15]1.Br[CH2:29][C:30]([O:32][CH3:33])=[O:31].C(=O)([O-])[O-].[K+].[K+]. Product: [CH3:33][O:32][C:30](=[O:31])[CH2:29][N:12]1[CH2:11][C:10]2[N:6]([C:7]([CH:14]3[CH2:15][CH2:16][N:17]([C:20]4[CH:25]=[CH:24][CH:23]=[CH:22][N:21]=4)[CH2:18][CH2:19]3)=[N:8][N:9]=2)[C:5]2[CH:26]=[CH:27][C:2]([Cl:1])=[CH:3][C:4]=2[CH2:13]1. The catalyst class is: 9. (2) Reactant: [CH3:1][CH:2]([O:4][C:5]1[CH:13]=[CH:12][CH:11]=[C:10]2[C:6]=1[CH2:7][C:8]([C:19]([O:21]CC)=[O:20])([C:14]([O:16]CC)=[O:15])[CH2:9]2)[CH3:3]. Product: [CH3:3][CH:2]([O:4][C:5]1[CH:13]=[CH:12][CH:11]=[C:10]2[C:6]=1[CH2:7][C:8]([C:19]([OH:21])=[O:20])([C:14]([OH:16])=[O:15])[CH2:9]2)[CH3:1]. The catalyst class is: 500. (3) Reactant: C([O:8][C:9]1[CH:10]=[C:11]([N:15]2[C:19]3[C:20]4[CH:21]=[CH:22][CH:23]=[CH:24][C:25]=4[S:26](=[O:29])(=[O:28])[CH2:27][C:18]=3[C:17]([C:30]([N:32]3[CH2:37][CH2:36][O:35][CH2:34][CH2:33]3)=[O:31])=[N:16]2)[CH:12]=[CH:13][CH:14]=1)C1C=CC=CC=1.[H][H]. Product: [N:32]1([C:30]([C:17]2[C:18]3[CH2:27][S:26](=[O:28])(=[O:29])[C:25]4[CH:24]=[CH:23][CH:22]=[CH:21][C:20]=4[C:19]=3[N:15]([C:11]3[CH:10]=[C:9]([OH:8])[CH:14]=[CH:13][CH:12]=3)[N:16]=2)=[O:31])[CH2:37][CH2:36][O:35][CH2:34][CH2:33]1. The catalyst class is: 19. (4) Reactant: [C:1]([O:5][C:6](=[O:26])[NH:7][C:8]1[CH:13]=[C:12]([O:14][C:15]2[N:20]=[C:19]3[S:21][C:22]([NH2:24])=[N:23][C:18]3=[CH:17][CH:16]=2)[CH:11]=[CH:10][C:9]=1[F:25])([CH3:4])([CH3:3])[CH3:2].[C:27](Cl)(=[O:29])[CH3:28].O. Product: [C:1]([O:5][C:6](=[O:26])[NH:7][C:8]1[CH:13]=[C:12]([O:14][C:15]2[N:20]=[C:19]3[S:21][C:22]([NH:24][C:27](=[O:29])[CH3:28])=[N:23][C:18]3=[CH:17][CH:16]=2)[CH:11]=[CH:10][C:9]=1[F:25])([CH3:4])([CH3:2])[CH3:3]. The catalyst class is: 341. (5) Reactant: [CH:1]1([O:7][CH:8](C)[CH2:9][OH:10])[CH2:6][CH2:5][CH2:4][CH2:3][CH2:2]1.[Br:12][C:13]1[CH:18]=[CH:17][C:16]([S:19](Cl)(=[O:21])=[O:20])=[CH:15][CH:14]=1. Product: [Br:12][C:13]1[CH:18]=[CH:17][C:16]([S:19]([O:10][CH2:9][CH2:8][O:7][CH:1]2[CH2:6][CH2:5][CH2:4][CH2:3][CH2:2]2)(=[O:21])=[O:20])=[CH:15][CH:14]=1. The catalyst class is: 4. (6) Reactant: [CH3:1][O:2][C:3]([C:5]1[CH:10]=[C:9]([CH2:11]Br)[N:8]=[CH:7][N:6]=1)=[O:4].[C:13]([O:17][C:18]([C:20]1[C:21]([CH3:38])=[C:22]2[C:26](=[CH:27][CH:28]=1)[CH:25]([NH:29][CH2:30][C:31]([O:33][C:34]([CH3:37])([CH3:36])[CH3:35])=[O:32])[CH2:24][CH2:23]2)=[O:19])([CH3:16])([CH3:15])[CH3:14].C(N(CC)CC)C. Product: [CH3:1][O:2][C:3]([C:5]1[CH:10]=[C:9]([CH2:11][N:29]([CH2:30][C:31]([O:33][C:34]([CH3:37])([CH3:36])[CH3:35])=[O:32])[CH:25]2[C:26]3[C:22](=[C:21]([CH3:38])[C:20]([C:18]([O:17][C:13]([CH3:16])([CH3:15])[CH3:14])=[O:19])=[CH:28][CH:27]=3)[CH2:23][CH2:24]2)[N:8]=[CH:7][N:6]=1)=[O:4]. The catalyst class is: 9. (7) Reactant: C[O:2][C:3]([C:5]1[CH:6]=[C:7]2[C:12](=[CH:13][CH:14]=1)[NH:11][CH:10]([C:15]1[CH:20]=[CH:19][C:18]([F:21])=[C:17]([NH:22][C:23](=[O:27])[CH:24]([CH3:26])[CH3:25])[CH:16]=1)[C:9]([CH3:29])([CH3:28])[CH2:8]2)=[O:4].[OH-].[Na+]. Product: [F:21][C:18]1[CH:19]=[CH:20][C:15]([CH:10]2[C:9]([CH3:28])([CH3:29])[CH2:8][C:7]3[C:12](=[CH:13][CH:14]=[C:5]([C:3]([OH:4])=[O:2])[CH:6]=3)[NH:11]2)=[CH:16][C:17]=1[NH:22][C:23](=[O:27])[CH:24]([CH3:25])[CH3:26]. The catalyst class is: 24.